Dataset: Forward reaction prediction with 1.9M reactions from USPTO patents (1976-2016). Task: Predict the product of the given reaction. Given the reactants C(OC([N:11]1[CH:16]2[CH2:17][NH:18][CH2:19][CH:12]1[CH2:13][O:14][CH2:15]2)=O)C1C=CC=CC=1.[CH2:20]=O.[BH4-].[Na+], predict the reaction product. The product is: [CH3:20][N:18]1[CH2:17][CH:16]2[NH:11][CH:12]([CH2:13][O:14][CH2:15]2)[CH2:19]1.